From a dataset of Reaction yield outcomes from USPTO patents with 853,638 reactions. Predict the reaction yield, written as a fraction of the theoretical maximum amount of product (1.0 means a 100% yield; for example, 0.34 means a 34% yield). (1) The reactants are Cl[S:2]([C:5]1[CH:14]=[CH:13][C:12]2[NH:11][C:10](=[O:15])[C:9]3[NH:16][CH:17]=[C:18]([C:19]([OH:21])=[O:20])[C:8]=3[C:7]=2[CH:6]=1)(=[O:4])=[O:3].[NH:22]1[C:30]2[C:25](=[CH:26][CH:27]=[CH:28][CH:29]=2)[CH2:24][CH2:23]1. No catalyst specified. The product is [N:22]1([S:2]([C:5]2[CH:14]=[CH:13][C:12]3[NH:11][C:10](=[O:15])[C:9]4[NH:16][CH:17]=[CH:18][C:8]=4[C:7]=3[CH:6]=2)(=[O:3])=[O:4])[C:30]2[C:25](=[CH:26][CH:27]=[CH:28][CH:29]=2)[CH2:24][CH2:23]1.[CH2:18]([C:19]([O-:21])=[O:20])[CH3:17]. The yield is 0.200. (2) The yield is 0.850. The reactants are [Cl:1][C:2]1[CH:3]=[C:4]([C:10]2[N:15]=[N:14][C:13]([NH2:16])=[N:12][C:11]=2[C:17]2[CH:22]=[CH:21][CH:20]=[CH:19][CH:18]=2)[CH:5]=[C:6]([O:8]C)[CH:7]=1.B(Br)(Br)Br. The catalyst is O. The product is [NH2:16][C:13]1[N:14]=[N:15][C:10]([C:4]2[CH:5]=[C:6]([OH:8])[CH:7]=[C:2]([Cl:1])[CH:3]=2)=[C:11]([C:17]2[CH:22]=[CH:21][CH:20]=[CH:19][CH:18]=2)[N:12]=1. (3) The reactants are [CH3:1][C:2]1[CH:3]=[C:4]([O:15][C:16]2[C:25]3[C:20](=[CH:21][C:22]([OH:28])=[C:23]([O:26][CH3:27])[CH:24]=3)[N:19]=[CH:18][CH:17]=2)[C:5]([C:9]2[CH:10]=[N:11][CH:12]=[CH:13][CH:14]=2)=[N:6][C:7]=1[CH3:8].C(=O)([O-])[O-].[K+].[K+].Br[CH2:36][CH2:37][OH:38]. The catalyst is CN(C)C=O. The product is [CH3:1][C:2]1[CH:3]=[C:4]([O:15][C:16]2[C:25]3[C:20](=[CH:21][C:22]([O:28][CH2:36][CH2:37][OH:38])=[C:23]([O:26][CH3:27])[CH:24]=3)[N:19]=[CH:18][CH:17]=2)[C:5]([C:9]2[CH:10]=[N:11][CH:12]=[CH:13][CH:14]=2)=[N:6][C:7]=1[CH3:8]. The yield is 0.790. (4) The reactants are [CH2:1]([O:3][C:4]([C:6]1[NH:7][CH:8]=[C:9]([N+:11]([O-:13])=[O:12])[CH:10]=1)=[O:5])[CH3:2].[O-]CC.[Na+].Br[CH2:19][CH2:20][CH:21]([CH3:23])[CH3:22].O. The catalyst is C(O)C. The product is [CH2:1]([O:3][C:4]([C:6]1[N:7]([CH2:19][CH2:20][CH:21]([CH3:23])[CH3:22])[CH:8]=[C:9]([N+:11]([O-:13])=[O:12])[CH:10]=1)=[O:5])[CH3:2]. The yield is 0.290.